This data is from Catalyst prediction with 721,799 reactions and 888 catalyst types from USPTO. The task is: Predict which catalyst facilitates the given reaction. (1) Reactant: [CH3:1][C:2]1[C:7]([OH:8])=[CH:6][CH:5]=[CH:4][N:3]=1.[CH3:9][O:10][C:11]1[CH:18]=[CH:17][C:14]([CH2:15][Cl:16])=[CH:13][CH:12]=1. Product: [Cl-:16].[OH:8][C:7]1[C:2]([CH3:1])=[N+:3]([CH2:15][C:14]2[CH:17]=[CH:18][C:11]([O:10][CH3:9])=[CH:12][CH:13]=2)[CH:4]=[CH:5][CH:6]=1. The catalyst class is: 11. (2) Reactant: [Cl:1][C:2]1[S:3][CH:4]=[C:5]([CH2:7][CH2:8][CH2:9][CH2:10][CH2:11][CH3:12])[N:6]=1.[I:13]N1C(=O)CCC1=O. Product: [Cl:1][C:2]1[S:3][C:4]([I:13])=[C:5]([CH2:7][CH2:8][CH2:9][CH2:10][CH2:11][CH3:12])[N:6]=1. The catalyst class is: 10.